This data is from Peptide-MHC class I binding affinity with 185,985 pairs from IEDB/IMGT. The task is: Regression. Given a peptide amino acid sequence and an MHC pseudo amino acid sequence, predict their binding affinity value. This is MHC class I binding data. (1) The peptide sequence is ESPQREPWDEW. The MHC is Mamu-A01 with pseudo-sequence Mamu-A01. The binding affinity (normalized) is 0. (2) The peptide sequence is FVIFACNFV. The MHC is HLA-A02:01 with pseudo-sequence HLA-A02:01. The binding affinity (normalized) is 0.675. (3) The peptide sequence is IVTRIVELL. The MHC is HLA-B18:01 with pseudo-sequence HLA-B18:01. The binding affinity (normalized) is 0.339. (4) The binding affinity (normalized) is 0.547. The MHC is HLA-A24:02 with pseudo-sequence HLA-A24:02. The peptide sequence is CYMHVSDFY. (5) The peptide sequence is KYRLKHIVW. The binding affinity (normalized) is 0. The MHC is HLA-B15:01 with pseudo-sequence HLA-B15:01. (6) The peptide sequence is NTTQQGDMY. The MHC is HLA-A03:01 with pseudo-sequence HLA-A03:01. The binding affinity (normalized) is 0.0847.